The task is: Regression. Given two drug SMILES strings and cell line genomic features, predict the synergy score measuring deviation from expected non-interaction effect.. This data is from NCI-60 drug combinations with 297,098 pairs across 59 cell lines. (1) Drug 1: CN(C)N=NC1=C(NC=N1)C(=O)N. Drug 2: CCC1(C2=C(COC1=O)C(=O)N3CC4=CC5=C(C=CC(=C5CN(C)C)O)N=C4C3=C2)O.Cl. Cell line: NCIH23. Synergy scores: CSS=1.81, Synergy_ZIP=-6.86, Synergy_Bliss=-4.22, Synergy_Loewe=-14.2, Synergy_HSA=-3.53. (2) Drug 1: CS(=O)(=O)C1=CC(=C(C=C1)C(=O)NC2=CC(=C(C=C2)Cl)C3=CC=CC=N3)Cl. Drug 2: CN(C)N=NC1=C(NC=N1)C(=O)N. Cell line: NCI-H460. Synergy scores: CSS=6.85, Synergy_ZIP=-4.57, Synergy_Bliss=3.81, Synergy_Loewe=-2.44, Synergy_HSA=3.51. (3) Cell line: NCI-H522. Drug 2: C1C(C(OC1N2C=NC(=NC2=O)N)CO)O. Synergy scores: CSS=29.9, Synergy_ZIP=-4.39, Synergy_Bliss=-4.28, Synergy_Loewe=-21.2, Synergy_HSA=-5.89. Drug 1: CCC1(CC2CC(C3=C(CCN(C2)C1)C4=CC=CC=C4N3)(C5=C(C=C6C(=C5)C78CCN9C7C(C=CC9)(C(C(C8N6C=O)(C(=O)OC)O)OC(=O)C)CC)OC)C(=O)OC)O.OS(=O)(=O)O. (4) Drug 1: CC12CCC(CC1=CCC3C2CCC4(C3CC=C4C5=CN=CC=C5)C)O. Drug 2: C1=CC(=C2C(=C1NCCNCCO)C(=O)C3=C(C=CC(=C3C2=O)O)O)NCCNCCO. Cell line: 786-0. Synergy scores: CSS=66.9, Synergy_ZIP=12.2, Synergy_Bliss=11.3, Synergy_Loewe=-15.9, Synergy_HSA=13.1. (5) Drug 1: CC1=C(C=C(C=C1)C(=O)NC2=CC(=CC(=C2)C(F)(F)F)N3C=C(N=C3)C)NC4=NC=CC(=N4)C5=CN=CC=C5. Drug 2: CCCCC(=O)OCC(=O)C1(CC(C2=C(C1)C(=C3C(=C2O)C(=O)C4=C(C3=O)C=CC=C4OC)O)OC5CC(C(C(O5)C)O)NC(=O)C(F)(F)F)O. Cell line: U251. Synergy scores: CSS=48.5, Synergy_ZIP=1.05, Synergy_Bliss=0.587, Synergy_Loewe=-1.71, Synergy_HSA=1.47.